From a dataset of Catalyst prediction with 721,799 reactions and 888 catalyst types from USPTO. Predict which catalyst facilitates the given reaction. (1) Product: [CH3:1][O:2][C:3](=[O:23])[C@@H:4]([N:9]1[C:18](=[O:19])[C:17]2[C:12](=[CH:13][C:14]([O:20][CH3:21])=[CH:15][CH:16]=2)[N:11]([CH2:36][C:28]2[C:29]3[C:34](=[CH:33][CH:32]=[CH:31][C:30]=3[CH3:35])[N:26]([CH3:25])[CH:27]=2)[C:10]1=[O:22])[CH2:5][CH2:6][CH2:7][CH3:8]. Reactant: [CH3:1][O:2][C:3](=[O:23])[C@@H:4]([N:9]1[C:18](=[O:19])[C:17]2[C:12](=[CH:13][C:14]([O:20][CH3:21])=[CH:15][CH:16]=2)[NH:11][C:10]1=[O:22])[CH2:5][CH2:6][CH2:7][CH3:8].[I-].[CH3:25][N:26]1[C:34]2[C:29](=[C:30]([CH3:35])[CH:31]=[CH:32][CH:33]=2)[C:28]([CH2:36][N+](C)(C)C)=[CH:27]1.C([O-])([O-])=O.[K+].[K+]. The catalyst class is: 31. (2) Reactant: Br[CH2:2][CH2:3][CH2:4][CH2:5][CH2:6][CH2:7][CH2:8][CH2:9][CH2:10][OH:11].[CH:12]([C:15]1[S:16][C:17]([C:20]([N:22]2[CH2:27][C:26]3([CH2:32][CH2:31][NH:30][CH2:29][CH2:28]3)[O:25][CH2:24][CH2:23]2)=[O:21])=[CH:18][N:19]=1)([CH3:14])[CH3:13].C(N(CC)CC)C. Product: [OH:11][CH2:10][CH2:9][CH2:8][CH2:7][CH2:6][CH2:5][CH2:4][CH2:3][CH2:2][N:30]1[CH2:31][CH2:32][C:26]2([O:25][CH2:24][CH2:23][N:22]([C:20]([C:17]3[S:16][C:15]([CH:12]([CH3:13])[CH3:14])=[N:19][CH:18]=3)=[O:21])[CH2:27]2)[CH2:28][CH2:29]1. The catalyst class is: 23. (3) Reactant: CN(C=O)C.[H-].[Na+].[CH:8]([C:10]1[CH:17]=[CH:16][C:13]([CH2:14][OH:15])=[CH:12][CH:11]=1)=[CH2:9].[Br:18][CH2:19][CH2:20][CH2:21][CH2:22][CH2:23][CH2:24]Br. Product: [CH:8]([C:10]1[CH:17]=[CH:16][C:13]([CH2:14][O:15][CH2:24][CH2:23][CH2:22][CH2:21][CH2:20][CH2:19][Br:18])=[CH:12][CH:11]=1)=[CH2:9]. The catalyst class is: 6. (4) The catalyst class is: 328. Product: [NH:23]1[C:22]2[CH:28]=[CH:18][CH:19]=[CH:20][C:21]=2[N:25]=[C:24]1[C:26]#[N:27]. Reactant: FC(F)(F)C1C=CC(NC2N=C3C=CC=C([C:18]4[CH:19]=[CH:20][C:21]5[N:25]=[C:24]([C:26]#[N:27])[NH:23][C:22]=5[CH:28]=4)N3N=2)=CC=1.